The task is: Predict the reactants needed to synthesize the given product.. This data is from Full USPTO retrosynthesis dataset with 1.9M reactions from patents (1976-2016). (1) Given the product [CH:2]([C:3]1[N:13]=[C:14]([SH:15])[NH:16][C:9](=[O:11])[C:8]=1[C:6]#[N:7])([CH3:5])[CH3:1], predict the reactants needed to synthesize it. The reactants are: [CH3:1][CH:2]([CH3:5])[CH:3]=O.[C:6]([CH2:8][C:9]([O:11]C)=O)#[N:7].[NH2:13][C:14]([NH2:16])=[S:15].N1CCCCC1. (2) The reactants are: [Cl:1][C:2]1[N:3]=[C:4]([NH:13][C:14]2[CH:19]=[CH:18][C:17]([S:20][CH3:21])=[CH:16][CH:15]=2)[C:5]([C:10]([NH2:12])=[O:11])=[N:6][C:7]=1[CH2:8][CH3:9].C(O)(=O)C.OO.[OH-:28].[Na+].[OH2:30]. Given the product [Cl:1][C:2]1[N:3]=[C:4]([NH:13][C:14]2[CH:19]=[CH:18][C:17]([S:20]([CH3:21])(=[O:30])=[O:28])=[CH:16][CH:15]=2)[C:5]([C:10]([NH2:12])=[O:11])=[N:6][C:7]=1[CH2:8][CH3:9], predict the reactants needed to synthesize it. (3) Given the product [CH2:64]([O:63][C:54]1([C:56]2[CH:61]=[CH:60][CH:59]=[CH:58][C:57]=2[CH3:62])[CH2:55][N:52]([C:50](=[O:51])[CH:49]([NH:48][C:16](=[O:18])[CH2:9][CH2:10][C:11]2[NH:15][CH:14]=[N:13][CH:12]=2)[CH2:68][C:69]2[CH:74]=[CH:73][C:72]([OH:75])=[CH:71][CH:70]=2)[CH2:53]1)[CH2:65][CH2:66][CH3:67], predict the reactants needed to synthesize it. The reactants are: C(N(CC)CC)C.Cl.[CH2:9]([C:16]([OH:18])=O)[CH2:10][C:11]1[N:15]=[CH:14][NH:13][CH:12]=1.CN(C(ON1N=NC2C=CC=CC1=2)=[N+](C)C)C.[B-](F)(F)(F)F.FC(F)(F)C(O)=O.[NH2:48][CH:49]([CH2:68][C:69]1[CH:74]=[CH:73][C:72]([OH:75])=[CH:71][CH:70]=1)[C:50]([N:52]1[CH2:55][C:54]([O:63][CH2:64][CH2:65][CH2:66][CH3:67])([C:56]2[CH:61]=[CH:60][CH:59]=[CH:58][C:57]=2[CH3:62])[CH2:53]1)=[O:51].C(=O)([O-])O.[Na+]. (4) Given the product [OH:1][CH:2]1[CH2:11][C:10]2[C:9]([NH:12][C:13]([NH:26][CH2:25][C:24]3[CH:27]=[CH:28][C:29]([C:30]([F:31])([F:32])[F:33])=[C:22]([N:16]4[CH2:21][CH2:20][CH2:19][CH2:18][CH2:17]4)[CH:23]=3)=[O:15])=[CH:8][CH:7]=[CH:6][C:5]=2[CH2:4][CH2:3]1, predict the reactants needed to synthesize it. The reactants are: [OH:1][CH:2]1[CH2:11][C:10]2[C:9]([NH:12][C:13](=[O:15])[O-])=[CH:8][CH:7]=[CH:6][C:5]=2[CH2:4][CH2:3]1.[N:16]1([C:22]2[CH:23]=[C:24]([CH:27]=[CH:28][C:29]=2[C:30]([F:33])([F:32])[F:31])[CH2:25][NH2:26])[CH2:21][CH2:20][CH2:19][CH2:18][CH2:17]1. (5) Given the product [C:1]([C:5]1[CH:6]=[CH:7][C:8]([S:11]([N:14]([CH2:24][C:25](=[O:26])[N:30]([CH2:28][CH3:29])[CH2:31][C:32]2[CH:37]=[CH:36][CH:35]=[C:34]([CH3:38])[N:33]=2)[C:15]2[CH:20]=[CH:19][CH:18]=[CH:17][C:16]=2[C:21]([NH2:22])=[O:23])(=[O:12])=[O:13])=[CH:9][CH:10]=1)([CH3:3])([CH3:2])[CH3:4], predict the reactants needed to synthesize it. The reactants are: [C:1]([C:5]1[CH:10]=[CH:9][C:8]([S:11]([N:14]([CH2:24][C:25](O)=[O:26])[C:15]2[CH:20]=[CH:19][CH:18]=[CH:17][C:16]=2[C:21](=[O:23])[NH2:22])(=[O:13])=[O:12])=[CH:7][CH:6]=1)([CH3:4])([CH3:3])[CH3:2].[CH2:28]([NH:30][CH2:31][C:32]1[CH:37]=[CH:36][CH:35]=[C:34]([CH3:38])[N:33]=1)[CH3:29].